This data is from Full USPTO retrosynthesis dataset with 1.9M reactions from patents (1976-2016). The task is: Predict the reactants needed to synthesize the given product. (1) Given the product [C:13]([C:15]1[CH:16]=[C:17]([S:21]([NH:1][C:2]2[CH:11]=[CH:10][C:5]([C:6]([O:8][CH3:9])=[O:7])=[C:4]([OH:12])[CH:3]=2)(=[O:23])=[O:22])[CH:18]=[CH:19][CH:20]=1)#[N:14], predict the reactants needed to synthesize it. The reactants are: [NH2:1][C:2]1[CH:3]=[C:4]([OH:12])[C:5](=[CH:10][CH:11]=1)[C:6]([O:8][CH3:9])=[O:7].[C:13]([C:15]1[CH:16]=[C:17]([S:21](Cl)(=[O:23])=[O:22])[CH:18]=[CH:19][CH:20]=1)#[N:14]. (2) Given the product [CH3:37][N:38]1[C:43]2[CH:44]=[C:45]([S:48]([N:25]3[C:26]4[C:27](=[N:28][CH:29]=[CH:30][CH:31]=4)[C:23]([CH2:22][CH2:21][N:16]4[CH2:20][CH2:19][CH2:18][CH2:17]4)=[CH:24]3)(=[O:50])=[O:49])[CH:46]=[CH:47][C:42]=2[O:41][CH2:40][CH2:39]1, predict the reactants needed to synthesize it. The reactants are: C[Si]([N-][Si](C)(C)C)(C)C.[Na+].O1CCCC1.[N:16]1([CH2:21][CH2:22][C:23]2[C:27]3=[N:28][CH:29]=[CH:30][CH:31]=[C:26]3[NH:25][CH:24]=2)[CH2:20][CH2:19][CH2:18][CH2:17]1.CN(CC)C.[CH3:37][N:38]1[C:43]2[CH:44]=[C:45]([S:48](Cl)(=[O:50])=[O:49])[CH:46]=[CH:47][C:42]=2[O:41][CH2:40][CH2:39]1. (3) Given the product [C:10]([O:14][C:15]([N:17]1[CH2:22][CH2:21][CH:20]([N:23]2[C:27]([C:28]3[CH:33]=[CH:32][N:31]=[C:30]([O:7][C:1]4[CH:6]=[CH:5][CH:4]=[CH:3][CH:2]=4)[N:29]=3)=[C:26]([C:38]3[CH:39]=[CH:40][C:41]([F:44])=[CH:42][CH:43]=3)[C:25](=[O:45])[N:24]2[CH3:46])[CH2:19][CH2:18]1)=[O:16])([CH3:13])([CH3:12])[CH3:11], predict the reactants needed to synthesize it. The reactants are: [C:1]1([OH:7])[CH:6]=[CH:5][CH:4]=[CH:3][CH:2]=1.[H-].[Na+].[C:10]([O:14][C:15]([N:17]1[CH2:22][CH2:21][CH:20]([N:23]2[C:27]([C:28]3[CH:33]=[CH:32][N:31]=[C:30](S(C)(=O)=O)[N:29]=3)=[C:26]([C:38]3[CH:43]=[CH:42][C:41]([F:44])=[CH:40][CH:39]=3)[C:25](=[O:45])[N:24]2[CH3:46])[CH2:19][CH2:18]1)=[O:16])([CH3:13])([CH3:12])[CH3:11]. (4) Given the product [C:1]([O:5][C:6]([N:8]1[CH:12]([C:13](=[O:15])[NH:76][C:77]2[S:78][CH:79]=[C:80]([C:82]3[CH:83]=[CH:84][C:85]([C:86](=[O:87])[NH:88][CH:89]4[CH2:91][CH2:90]4)=[CH:92][CH:93]=3)[N:81]=2)[CH2:11][S:10][CH:9]1[C:16]1[CH:17]=[N:18][CH:19]=[CH:20][CH:21]=1)=[O:7])([CH3:2])([CH3:3])[CH3:4], predict the reactants needed to synthesize it. The reactants are: [C:1]([O:5][C:6]([N:8]1[C@H:12]([C:13]([OH:15])=O)[CH2:11][S:10][C@@H:9]1[C:16]1[CH:17]=[N:18][CH:19]=[CH:20][CH:21]=1)=[O:7])([CH3:4])([CH3:3])[CH3:2].C(OC(N1[C@H](C(O)=O)CS[C@H]1C1C=NC=CC=1)=O)(C)(C)C.CCN(C(C)C)C(C)C.CN(C(ON1N=NC2C=CC=NC1=2)=[N+](C)C)C.F[P-](F)(F)(F)(F)F.[NH2:76][C:77]1[S:78][CH:79]=[C:80]([C:82]2[CH:93]=[CH:92][C:85]([C:86]([NH:88][CH:89]3[CH2:91][CH2:90]3)=[O:87])=[CH:84][CH:83]=2)[N:81]=1. (5) Given the product [CH3:7][O:8][C:9]1[CH:10]=[C:11]([CH2:17][CH:18]([OH:20])[CH3:19])[CH:12]=[CH:13][C:14]=1[O:15][CH3:16], predict the reactants needed to synthesize it. The reactants are: [H-].[Al+3].[Li+].[H-].[H-].[H-].[CH3:7][O:8][C:9]1[CH:10]=[C:11]([CH2:17][C:18](=[O:20])[CH3:19])[CH:12]=[CH:13][C:14]=1[O:15][CH3:16].O.[OH-].[Na+]. (6) Given the product [CH3:9][O:8][C:6]1[CH:7]=[CH:2][C:3]([N:19]2[CH2:20][CH2:21][N:16]([C:13](=[O:15])[CH3:14])[CH2:17][CH2:18]2)=[CH:4][C:5]=1[N+:10]([O-:12])=[O:11], predict the reactants needed to synthesize it. The reactants are: Br[C:2]1[CH:3]=[CH:4][C:5]([N+:10]([O-:12])=[O:11])=[C:6]([O:8][CH3:9])[CH:7]=1.[C:13]([N:16]1[CH2:21][CH2:20][NH:19][CH2:18][CH2:17]1)(=[O:15])[CH3:14].C(=O)([O-])[O-].[Cs+].[Cs+].C(P(C(C)(C)C)C1C=CC=CC=1C1C=CC=CC=1)(C)(C)C. (7) The reactants are: Br[C:2]1[CH:9]=[CH:8][C:5]([C:6]#[N:7])=[C:4]([Cl:10])[CH:3]=1.[CH2:11]([C@@H:13]1[NH:17][C:16](=[O:18])[CH2:15][C@@:14]1([OH:20])[CH3:19])[CH3:12].C1(P(C2C=CC=CC=2)C2C3OC4C(=CC=CC=4P(C4C=CC=CC=4)C4C=CC=CC=4)C(C)(C)C=3C=CC=2)C=CC=CC=1.C(=O)([O-])[O-].[Cs+].[Cs+]. Given the product [Cl:10][C:4]1[CH:3]=[C:2]([N:17]2[C:16](=[O:18])[CH2:15][C@@:14]([OH:20])([CH3:19])[C@@H:13]2[CH2:11][CH3:12])[CH:9]=[CH:8][C:5]=1[C:6]#[N:7], predict the reactants needed to synthesize it. (8) Given the product [Br:1][C:2]1[CH:3]=[C:4]([C:15]([F:18])([F:17])[F:16])[C:5]2[N:6]([C:8]([Cl:14])=[C:9]([C:11]([N:29]3[CH2:28][CH2:27][CH:26]([N:22]4[C:21](=[O:32])[C@H:20]([CH3:19])[O:24][C:23]4=[O:25])[CH2:31][CH2:30]3)=[O:13])[N:10]=2)[CH:7]=1, predict the reactants needed to synthesize it. The reactants are: [Br:1][C:2]1[CH:3]=[C:4]([C:15]([F:18])([F:17])[F:16])[C:5]2[N:6]([C:8]([Cl:14])=[C:9]([C:11]([OH:13])=O)[N:10]=2)[CH:7]=1.[CH3:19][C@@H:20]1[O:24][C:23](=[O:25])[N:22]([CH:26]2[CH2:31][CH2:30][NH:29][CH2:28][CH2:27]2)[C:21]1=[O:32].C(N(CC)C(C)C)(C)C.CN(C(ON1N=NC2C=CC=NC1=2)=[N+](C)C)C.F[P-](F)(F)(F)(F)F.